From a dataset of Reaction yield outcomes from USPTO patents with 853,638 reactions. Predict the reaction yield, written as a fraction of the theoretical maximum amount of product (1.0 means a 100% yield; for example, 0.34 means a 34% yield). The reactants are [ClH:1].[NH2:2][CH2:3][CH:4]1[CH2:13][CH2:12][CH2:11][C:10]2[CH:9]=[C:8]([N:14]3[C:19](=[O:20])[CH:18]=[N:17][C:16]4[CH:21]=[CH:22][C:23]([O:25][CH3:26])=[N:24][C:15]3=4)[CH:7]=[CH:6][C:5]1=2.C(N(CC)CC)C.[O:34]1[C:43]2[CH:42]=[C:41]([CH:44]=O)[N:40]=[CH:39][C:38]=2[O:37][CH2:36][CH2:35]1.C(O[BH-](OC(=O)C)OC(=O)C)(=O)C.[Na+]. The catalyst is C(Cl)(Cl)Cl.CO. The product is [ClH:1].[O:34]1[C:43]2[CH:42]=[C:41]([CH2:44][NH:2][CH2:3][CH:4]3[CH2:13][CH2:12][CH2:11][C:10]4[CH:9]=[C:8]([N:14]5[C:19](=[O:20])[CH:18]=[N:17][C:16]6[CH:21]=[CH:22][C:23]([O:25][CH3:26])=[N:24][C:15]5=6)[CH:7]=[CH:6][C:5]3=4)[N:40]=[CH:39][C:38]=2[O:37][CH2:36][CH2:35]1. The yield is 0.400.